From a dataset of NCI-60 drug combinations with 297,098 pairs across 59 cell lines. Regression. Given two drug SMILES strings and cell line genomic features, predict the synergy score measuring deviation from expected non-interaction effect. (1) Drug 1: CN(C)N=NC1=C(NC=N1)C(=O)N. Drug 2: C1C(C(OC1N2C=NC3=C(N=C(N=C32)Cl)N)CO)O. Cell line: NCI-H322M. Synergy scores: CSS=-3.14, Synergy_ZIP=2.06, Synergy_Bliss=1.10, Synergy_Loewe=-1.23, Synergy_HSA=-2.09. (2) Drug 1: CC(C1=C(C=CC(=C1Cl)F)Cl)OC2=C(N=CC(=C2)C3=CN(N=C3)C4CCNCC4)N. Drug 2: C1CCC(CC1)NC(=O)N(CCCl)N=O. Cell line: IGROV1. Synergy scores: CSS=20.4, Synergy_ZIP=-7.87, Synergy_Bliss=-3.50, Synergy_Loewe=-3.15, Synergy_HSA=-3.20. (3) Drug 1: CC(C1=C(C=CC(=C1Cl)F)Cl)OC2=C(N=CC(=C2)C3=CN(N=C3)C4CCNCC4)N. Drug 2: CC(C)NC(=O)C1=CC=C(C=C1)CNNC.Cl. Cell line: U251. Synergy scores: CSS=-2.82, Synergy_ZIP=-0.0117, Synergy_Bliss=-4.92, Synergy_Loewe=-7.23, Synergy_HSA=-5.91. (4) Drug 1: CN(C(=O)NC(C=O)C(C(C(CO)O)O)O)N=O. Drug 2: COC1=C2C(=CC3=C1OC=C3)C=CC(=O)O2. Cell line: HCC-2998. Synergy scores: CSS=2.14, Synergy_ZIP=2.63, Synergy_Bliss=11.9, Synergy_Loewe=3.51, Synergy_HSA=4.21. (5) Drug 1: C1=CC(=CC=C1C#N)C(C2=CC=C(C=C2)C#N)N3C=NC=N3. Drug 2: CNC(=O)C1=NC=CC(=C1)OC2=CC=C(C=C2)NC(=O)NC3=CC(=C(C=C3)Cl)C(F)(F)F. Cell line: KM12. Synergy scores: CSS=-0.189, Synergy_ZIP=-1.37, Synergy_Bliss=-6.61, Synergy_Loewe=-2.39, Synergy_HSA=-8.02. (6) Drug 1: CC1C(C(CC(O1)OC2CC(OC(C2O)C)OC3=CC4=CC5=C(C(=O)C(C(C5)C(C(=O)C(C(C)O)O)OC)OC6CC(C(C(O6)C)O)OC7CC(C(C(O7)C)O)OC8CC(C(C(O8)C)O)(C)O)C(=C4C(=C3C)O)O)O)O. Drug 2: C1CN(P(=O)(OC1)NCCCl)CCCl. Cell line: RPMI-8226. Synergy scores: CSS=38.4, Synergy_ZIP=0.637, Synergy_Bliss=1.12, Synergy_Loewe=-33.1, Synergy_HSA=-0.464.